From a dataset of Full USPTO retrosynthesis dataset with 1.9M reactions from patents (1976-2016). Predict the reactants needed to synthesize the given product. (1) Given the product [O:39]1[CH:4]2[CH:3]1[CH2:2][CH:1]([C:7]([O:9][CH2:10][CH:11]=[CH2:12])=[O:8])[CH2:6][CH2:5]2, predict the reactants needed to synthesize it. The reactants are: [CH:1]1([C:7]([O:9][CH2:10][CH:11]=[CH2:12])=[O:8])[CH2:6][CH2:5][CH:4]=[CH:3][CH2:2]1.C([NH+](CCCCCCCC)CCCCCCCC)CCCCCCC.S(OC)(O)(=O)=[O:39].NCP(=O)(O)O. (2) Given the product [Cl:47][C:42]1[CH:43]=[CH:44][CH:45]=[CH:46][C:41]=1[CH2:40][CH2:39][C:28]1[CH:29]=[C:30]([OH:31])[C:25](=[O:24])[NH:26][N:27]=1, predict the reactants needed to synthesize it. The reactants are: OC1C(=O)NN=C(CCC2C=CC=CC=2)C=1.C([O:24][C:25]1[N:26]=[N:27][C:28]([C:39]#[C:40][C:41]2[CH:46]=[CH:45][CH:44]=[CH:43][C:42]=2[Cl:47])=[CH:29][C:30]=1[O:31]CC1C=CC=CC=1)C1C=CC=CC=1. (3) Given the product [F:34][C:35]1[CH:42]=[CH:41][C:38]([CH2:39][N:29]2[CH2:28][CH2:27][CH:26]([N:23]3[C:19]4=[N:20][CH:21]=[N:22][C:17]([O:16][C:15]5[CH:14]=[CH:13][C:12]([S:9]([CH3:8])(=[O:11])=[O:10])=[CH:33][CH:32]=5)=[C:18]4[CH:25]=[N:24]3)[CH2:31][CH2:30]2)=[CH:37][CH:36]=1, predict the reactants needed to synthesize it. The reactants are: FC(F)(F)C(O)=O.[CH3:8][S:9]([C:12]1[CH:33]=[CH:32][C:15]([O:16][C:17]2[N:22]=[CH:21][N:20]=[C:19]3[N:23]([CH:26]4[CH2:31][CH2:30][NH:29][CH2:28][CH2:27]4)[N:24]=[CH:25][C:18]=23)=[CH:14][CH:13]=1)(=[O:11])=[O:10].[F:34][C:35]1[CH:42]=[CH:41][C:38]([CH:39]=O)=[CH:37][CH:36]=1.C(N(CC)CC)C.C(O[BH-](OC(=O)C)OC(=O)C)(=O)C.[Na+]. (4) Given the product [CH3:1][O:2][C:3]1[C:4]([CH3:16])=[C:5]([C:6]([C:20]2[CH:21]=[N:22][N:23]([CH3:24])[C:19]=2[OH:18])=[O:8])[CH:9]=[CH:10][C:11]=1[S:12]([CH3:15])(=[O:14])=[O:13], predict the reactants needed to synthesize it. The reactants are: [CH3:1][O:2][C:3]1[C:4]([CH3:16])=[C:5]([CH:9]=[CH:10][C:11]=1[S:12]([CH3:15])(=[O:14])=[O:13])[C:6]([OH:8])=O.Cl.[OH:18][C:19]1[N:23]([CH3:24])[N:22]=[CH:21][CH:20]=1.C1(N=C=NC2CCCCC2)CCCCC1.C(N(CC)CC)C. (5) The reactants are: [CH2:1]([O:3][C:4](=[O:17])[C:5](=O)[CH2:6][C:7]([C:9]1[CH:14]=[CH:13][C:12]([CH3:15])=[CH:11][N:10]=1)=O)[CH3:2].[NH:18]([C:20]1[S:21][CH:22]=[CH:23][N:24]=1)[NH2:19].Cl. Given the product [CH2:1]([O:3][C:4]([C:5]1[CH:6]=[C:7]([C:9]2[CH:14]=[CH:13][C:12]([CH3:15])=[CH:11][N:10]=2)[N:18]([C:20]2[S:21][CH:22]=[CH:23][N:24]=2)[N:19]=1)=[O:17])[CH3:2], predict the reactants needed to synthesize it. (6) The reactants are: [CH3:1][NH:2][CH2:3][CH2:4][CH2:5][N:6]1[C:15]2[CH2:14][CH2:13][CH2:12][CH2:11][C:10]=2[C:9](=[O:16])[NH:8][C:7]1=[O:17].[F:18][C:19]1[CH:24]=[CH:23][C:22]([S:25](Cl)(=[O:27])=[O:26])=[CH:21][CH:20]=1.Cl. Given the product [O:17]=[C:7]1[NH:8][C:9](=[O:16])[C:10]2[CH2:11][CH2:12][CH2:13][CH2:14][C:15]=2[N:6]1[CH2:5][CH2:4][CH2:3][N:2]([CH3:1])[S:25]([C:22]1[CH:23]=[CH:24][C:19]([F:18])=[CH:20][CH:21]=1)(=[O:27])=[O:26], predict the reactants needed to synthesize it. (7) Given the product [CH3:26][C:21]1([CH3:27])[C:22]([CH3:25])([CH3:24])[O:23][B:19]([C:7]2[CH:8]=[C:9]([C:13]3[CH:14]=[N:15][CH:16]=[N:17][CH:18]=3)[CH:10]=[CH:11][CH:12]=2)[O:20]1, predict the reactants needed to synthesize it. The reactants are: C([O-])(=O)C.[K+].Br[C:7]1[CH:8]=[C:9]([C:13]2[CH:14]=[N:15][CH:16]=[N:17][CH:18]=2)[CH:10]=[CH:11][CH:12]=1.[B:19]1([B:19]2[O:23][C:22]([CH3:25])([CH3:24])[C:21]([CH3:27])([CH3:26])[O:20]2)[O:23][C:22]([CH3:25])([CH3:24])[C:21]([CH3:27])([CH3:26])[O:20]1.ClCCl. (8) Given the product [F:15][C:16]([F:27])([F:28])[O:17][C:18]1[CH:23]=[C:22]([C:2]2[CH:11]=[N:10][CH:9]=[C:8]3[C:3]=2[CH:4]=[C:5]([C:12]([NH2:14])=[O:13])[CH:6]=[N:7]3)[CH:21]=[CH:20][CH:19]=1, predict the reactants needed to synthesize it. The reactants are: Br[C:2]1[CH:11]=[N:10][CH:9]=[C:8]2[C:3]=1[CH:4]=[C:5]([C:12]([NH2:14])=[O:13])[CH:6]=[N:7]2.[F:15][C:16]([F:28])([F:27])[O:17][C:18]1[CH:19]=[C:20](B(O)O)[CH:21]=[CH:22][CH:23]=1.C(=O)([O-])[O-].[Cs+].[Cs+]. (9) The reactants are: [N:1]1([C:6]([CH:8]2[CH2:13][CH2:12][CH2:11][CH2:10][C:9]2=[O:14])=[O:7])[CH2:5][CH2:4][CH2:3][CH2:2]1.C(O[CH:20](N(C)C)[N:21]([CH3:23])[CH3:22])(C)(C)C. Given the product [CH3:20][N:21]([CH3:23])[CH:22]=[C:10]1[CH2:11][CH2:12][CH2:13][CH:8]([C:6]([N:1]2[CH2:2][CH2:3][CH2:4][CH2:5]2)=[O:7])[C:9]1=[O:14], predict the reactants needed to synthesize it.